This data is from NCI-60 drug combinations with 297,098 pairs across 59 cell lines. The task is: Regression. Given two drug SMILES strings and cell line genomic features, predict the synergy score measuring deviation from expected non-interaction effect. (1) Drug 1: C1CC(=O)NC(=O)C1N2CC3=C(C2=O)C=CC=C3N. Drug 2: COC1=NC(=NC2=C1N=CN2C3C(C(C(O3)CO)O)O)N. Cell line: COLO 205. Synergy scores: CSS=-0.894, Synergy_ZIP=1.63, Synergy_Bliss=2.84, Synergy_Loewe=-7.33, Synergy_HSA=-3.41. (2) Drug 1: C1=NC2=C(N1)C(=S)N=CN2. Drug 2: CC1=C(C(=O)C2=C(C1=O)N3CC4C(C3(C2COC(=O)N)OC)N4)N. Synergy scores: CSS=48.5, Synergy_ZIP=-5.15, Synergy_Bliss=-3.82, Synergy_Loewe=-5.96, Synergy_HSA=0.215. Cell line: RPMI-8226. (3) Drug 1: C1CN1P(=S)(N2CC2)N3CC3. Drug 2: CC1=C(C(=O)C2=C(C1=O)N3CC4C(C3(C2COC(=O)N)OC)N4)N. Cell line: MOLT-4. Synergy scores: CSS=78.4, Synergy_ZIP=3.18, Synergy_Bliss=3.45, Synergy_Loewe=-0.890, Synergy_HSA=4.85. (4) Drug 1: CC(C1=C(C=CC(=C1Cl)F)Cl)OC2=C(N=CC(=C2)C3=CN(N=C3)C4CCNCC4)N. Drug 2: C(CC(=O)O)C(=O)CN.Cl. Cell line: SK-MEL-5. Synergy scores: CSS=-4.69, Synergy_ZIP=-1.10, Synergy_Bliss=-9.31, Synergy_Loewe=-13.2, Synergy_HSA=-14.3. (5) Drug 1: C1=NC2=C(N1)C(=S)N=C(N2)N. Drug 2: CC=C1C(=O)NC(C(=O)OC2CC(=O)NC(C(=O)NC(CSSCCC=C2)C(=O)N1)C(C)C)C(C)C. Cell line: HOP-62. Synergy scores: CSS=58.6, Synergy_ZIP=-3.81, Synergy_Bliss=-5.73, Synergy_Loewe=-10.8, Synergy_HSA=0.480. (6) Drug 1: C1=CC=C(C=C1)NC(=O)CCCCCCC(=O)NO. Drug 2: CC1C(C(CC(O1)OC2CC(OC(C2O)C)OC3=CC4=CC5=C(C(=O)C(C(C5)C(C(=O)C(C(C)O)O)OC)OC6CC(C(C(O6)C)O)OC7CC(C(C(O7)C)O)OC8CC(C(C(O8)C)O)(C)O)C(=C4C(=C3C)O)O)O)O. Cell line: COLO 205. Synergy scores: CSS=28.0, Synergy_ZIP=-1.19, Synergy_Bliss=-0.115, Synergy_Loewe=0.255, Synergy_HSA=0.831. (7) Drug 1: CC1=C2C(C(=O)C3(C(CC4C(C3C(C(C2(C)C)(CC1OC(=O)C(C(C5=CC=CC=C5)NC(=O)OC(C)(C)C)O)O)OC(=O)C6=CC=CC=C6)(CO4)OC(=O)C)O)C)O. Drug 2: CC=C1C(=O)NC(C(=O)OC2CC(=O)NC(C(=O)NC(CSSCCC=C2)C(=O)N1)C(C)C)C(C)C. Cell line: TK-10. Synergy scores: CSS=26.4, Synergy_ZIP=-6.48, Synergy_Bliss=0.362, Synergy_Loewe=-8.98, Synergy_HSA=1.35.